From a dataset of Forward reaction prediction with 1.9M reactions from USPTO patents (1976-2016). Predict the product of the given reaction. (1) Given the reactants [CH3:1][CH:2]([CH:6]([OH:11])[CH2:7][CH:8]([CH3:10])[CH3:9])[CH:3]([OH:5])[CH3:4].N1C=C[CH:15]=[CH:14][CH:13]=1.[C:18](Cl)(=[O:25])[C:19]1[CH:24]=[CH:23][CH:22]=[CH:21][CH:20]=1.[O:27]1[CH2:31][CH2:30][CH2:29][CH2:28]1, predict the reaction product. The product is: [C:18]([O:5][CH:3]([CH:2]([CH3:1])[CH:6]([O:11][C:31](=[O:27])[C:30]1[CH:15]=[CH:14][CH:13]=[CH:28][CH:29]=1)[CH2:7][CH:8]([CH3:10])[CH3:9])[CH3:4])(=[O:25])[C:19]1[CH:24]=[CH:23][CH:22]=[CH:21][CH:20]=1. (2) Given the reactants [CH3:1][C:2]1([CH3:11])[CH2:7][CH2:6][C:5]([CH3:9])([CH3:8])[CH2:4][C:3]1=[O:10].C([N-]C(C)C)(C)C.[Li+].Br[CH2:21][C:22]([O:24][CH2:25][CH3:26])=[O:23].CN(C)P(N(C)C)(N(C)C)=O.[Cl-].[NH4+], predict the reaction product. The product is: [CH3:8][C:5]1([CH3:9])[CH2:6][CH2:7][C:2]([CH3:11])([CH3:1])[C:3](=[O:10])[CH:4]1[CH2:21][C:22]([O:24][CH2:25][CH3:26])=[O:23]. (3) The product is: [CH2:14]([O:21][CH2:22][C:23]([N:1]1[C:9]2[C:4](=[CH:5][CH:6]=[CH:7][CH:8]=2)[C:3]([CH:10]=[O:11])=[CH:2]1)=[O:24])[C:15]1[CH:20]=[CH:19][CH:18]=[CH:17][CH:16]=1. Given the reactants [NH:1]1[C:9]2[C:4](=[CH:5][CH:6]=[CH:7][CH:8]=2)[C:3]([CH:10]=[O:11])=[CH:2]1.[H-].[Na+].[CH2:14]([O:21][CH2:22][C:23](Cl)=[O:24])[C:15]1[CH:20]=[CH:19][CH:18]=[CH:17][CH:16]=1, predict the reaction product. (4) Given the reactants Cl.[CH:2]1([C:5]2[O:9][N:8]=[C:7]([C:10]3[C:15]([Cl:16])=[CH:14][CH:13]=[CH:12][C:11]=3[Cl:17])[C:6]=2[CH2:18][O:19][CH:20]2[CH2:26][CH2:25][CH2:24][NH:23][CH2:22][CH2:21]2)[CH2:4][CH2:3]1.[CH3:27][O:28][C:29]([C:31]1[C:39]2[C:34](=[CH:35][C:36](Br)=[CH:37][CH:38]=2)[N:33]([CH3:41])[CH:32]=1)=[O:30].N1CCCC1C(O)=O.C(=O)([O-])[O-].[K+].[K+].[Cl-].[NH4+], predict the reaction product. The product is: [CH3:27][O:28][C:29]([C:31]1[C:39]2[C:34](=[CH:35][C:36]([N:23]3[CH2:24][CH2:25][CH2:26][CH:20]([O:19][CH2:18][C:6]4[C:7]([C:10]5[C:11]([Cl:17])=[CH:12][CH:13]=[CH:14][C:15]=5[Cl:16])=[N:8][O:9][C:5]=4[CH:2]4[CH2:3][CH2:4]4)[CH2:21][CH2:22]3)=[CH:37][CH:38]=2)[N:33]([CH3:41])[CH:32]=1)=[O:30]. (5) The product is: [C:1]1([C:23]2[CH:24]=[CH:25][CH:26]=[CH:27][CH:28]=2)[CH:2]=[CH:3][C:4]([CH2:7][C@@H:8]([NH:15][C:16]([O:18][C:19]([CH3:22])([CH3:20])[CH3:21])=[O:17])[CH2:9][C@@H:10]([CH3:14])[C:11]([OH:13])=[O:12])=[CH:5][CH:6]=1. Given the reactants [C:1]1([C:23]2[CH:28]=[CH:27][CH:26]=[CH:25][CH:24]=2)[CH:6]=[CH:5][C:4]([CH2:7][C@@H:8]([NH:15][C:16]([O:18][C:19]([CH3:22])([CH3:21])[CH3:20])=[O:17])[CH2:9][C:10](=[CH2:14])[C:11]([OH:13])=[O:12])=[CH:3][CH:2]=1.[H][H], predict the reaction product. (6) Given the reactants [CH3:1][O:2][C:3]1[CH:4]=[C:5]2[C:10](=[CH:11][C:12]=1[O:13][CH3:14])[N:9]=[CH:8][CH:7]=[C:6]2[O:15][C:16]1[CH:21]=[CH:20][C:19]([NH2:22])=[C:18]([O:23][CH3:24])[CH:17]=1.[F:25][C:26]1[CH:31]=[CH:30][C:29]([N:32]2[C:37](=[O:38])[C:36]([C:39](O)=[O:40])=[CH:35][N:34]([CH:42]([CH3:44])[CH3:43])[C:33]2=[O:45])=[CH:28][CH:27]=1, predict the reaction product. The product is: [CH3:1][O:2][C:3]1[CH:4]=[C:5]2[C:10](=[CH:11][C:12]=1[O:13][CH3:14])[N:9]=[CH:8][CH:7]=[C:6]2[O:15][C:16]1[CH:21]=[CH:20][C:19]([NH:22][C:39]([C:36]2[C:37](=[O:38])[N:32]([C:29]3[CH:28]=[CH:27][C:26]([F:25])=[CH:31][CH:30]=3)[C:33](=[O:45])[N:34]([CH:42]([CH3:44])[CH3:43])[CH:35]=2)=[O:40])=[C:18]([O:23][CH3:24])[CH:17]=1.